This data is from Full USPTO retrosynthesis dataset with 1.9M reactions from patents (1976-2016). The task is: Predict the reactants needed to synthesize the given product. (1) Given the product [CH:1]1([N:6]2[CH2:12][C:11]([F:13])([F:14])[C:10](=[O:15])[N:9]([CH3:16])[C:8]3[CH:17]=[N:18][C:19]([NH:21][C:22]4[CH:30]=[CH:29][C:25]([C:26]([NH:74][CH2:73][CH2:72][N:66]5[CH2:71][CH2:70][CH2:69][CH2:68][CH2:67]5)=[O:28])=[CH:24][C:23]=4[O:31][CH3:32])=[N:20][C:7]2=3)[CH2:2][CH2:3][CH2:4][CH2:5]1, predict the reactants needed to synthesize it. The reactants are: [CH:1]1([N:6]2[CH2:12][C:11]([F:14])([F:13])[C:10](=[O:15])[N:9]([CH3:16])[C:8]3[CH:17]=[N:18][C:19]([NH:21][C:22]4[CH:30]=[CH:29][C:25]([C:26]([OH:28])=O)=[CH:24][C:23]=4[O:31][CH3:32])=[N:20][C:7]2=3)[CH2:5][CH2:4][CH2:3][CH2:2]1.F[P-](F)(F)(F)(F)F.CN(C(N(C)C)=[N+]1C2C(=NC=CC=2)[N+]([O-])=N1)C.C(N(C(C)C)C(C)C)C.[N:66]1([CH2:72][CH2:73][NH2:74])[CH2:71][CH2:70][CH2:69][CH2:68][CH2:67]1. (2) Given the product [CH:7]([NH:10][C:11]([N:27]1[C:28]([CH3:31])=[C:29]([CH3:30])[C:25]([O:24][C:15]2[C:14]([Cl:13])=[CH:19][C:18]([C:20]([F:23])([F:22])[F:21])=[CH:17][N:16]=2)=[N:26]1)=[O:12])([CH3:9])[CH3:8], predict the reactants needed to synthesize it. The reactants are: C(=O)([O-])[O-].[K+].[K+].[CH:7]([N:10]=[C:11]=[O:12])([CH3:9])[CH3:8].[Cl:13][C:14]1[C:15]([O:24][C:25]2[C:29]([CH3:30])=[C:28]([CH3:31])[NH:27][N:26]=2)=[N:16][CH:17]=[C:18]([C:20]([F:23])([F:22])[F:21])[CH:19]=1.Cl.